From a dataset of Orexin1 receptor HTS with 218,158 compounds and 233 confirmed actives. Binary Classification. Given a drug SMILES string, predict its activity (active/inactive) in a high-throughput screening assay against a specified biological target. The result is 0 (inactive). The drug is s1c(c(c2c1ncn(c2=O)CC=C)C)C(=O)Nc1c(OC)cccc1.